Dataset: Reaction yield outcomes from USPTO patents with 853,638 reactions. Task: Predict the reaction yield, written as a fraction of the theoretical maximum amount of product (1.0 means a 100% yield; for example, 0.34 means a 34% yield). (1) The reactants are [Br:1]N1C(=O)CCC1=O.[CH3:9][O:10][C:11]([CH:13]1[CH2:18][CH2:17][CH:16]([C:19]2[CH:24]=[C:23]([N:25]([CH2:34][O:35][CH2:36][CH2:37][Si:38]([CH3:41])([CH3:40])[CH3:39])[CH2:26][O:27][CH2:28][CH2:29][Si:30]([CH3:33])([CH3:32])[CH3:31])[N:22]3[N:42]=[CH:43][C:44]([C:45]4[CH:46]=[N:47][C:48]5[C:53]([CH:54]=4)=[CH:52][CH:51]=[CH:50][CH:49]=5)=[C:21]3[N:20]=2)[CH2:15][CH2:14]1)=[O:12]. The catalyst is C(#N)C. The product is [CH3:9][O:10][C:11]([CH:13]1[CH2:14][CH2:15][CH:16]([C:19]2[C:24]([Br:1])=[C:23]([N:25]([CH2:34][O:35][CH2:36][CH2:37][Si:38]([CH3:41])([CH3:40])[CH3:39])[CH2:26][O:27][CH2:28][CH2:29][Si:30]([CH3:31])([CH3:32])[CH3:33])[N:22]3[N:42]=[CH:43][C:44]([C:45]4[CH:46]=[N:47][C:48]5[C:53]([CH:54]=4)=[CH:52][CH:51]=[CH:50][CH:49]=5)=[C:21]3[N:20]=2)[CH2:17][CH2:18]1)=[O:12]. The yield is 0.950. (2) The reactants are [CH2:1]([O:4][C:5]1[CH:10]=[CH:9][C:8]([C:11]2[O:15][N:14]=[C:13]([C:16]3[CH:21]=[CH:20][C:19]([O:22]C(C)C)=[C:18]([I:26])[CH:17]=3)[N:12]=2)=[CH:7][C:6]=1[O:27][CH3:28])[CH2:2][CH3:3].ClC1C=C(C2ON=C(C3C=CC(OC(C)C)=C(I)C=3)N=2)C=CC=1OCCC. No catalyst specified. The product is [CH2:1]([O:4][C:5]1[CH:10]=[CH:9][C:8]([C:11]2[O:15][N:14]=[C:13]([C:16]3[CH:21]=[CH:20][C:19]([OH:22])=[C:18]([I:26])[CH:17]=3)[N:12]=2)=[CH:7][C:6]=1[O:27][CH3:28])[CH2:2][CH3:3]. The yield is 0.800. (3) The reactants are [C:1]([O:5][C:6](=[O:20])[C:7]([CH3:19])([O:9][C:10]1[CH:18]=[CH:17][C:13]([C:14]([OH:16])=[O:15])=[CH:12][CH:11]=1)[CH3:8])([CH3:4])([CH3:3])[CH3:2].[CH2:21]([N:28]1[CH:32]=[C:31]([CH2:33]O)[N:30]=[N:29]1)[C:22]1[CH:27]=[CH:26][CH:25]=[CH:24][CH:23]=1.C1(N=C=NC2CCCCC2)CCCCC1. The catalyst is CN(C)C1C=CN=CC=1.ClCCl. The product is [C:1]([O:5][C:6](=[O:20])[C:7]([CH3:8])([O:9][C:10]1[CH:11]=[CH:12][C:13]([C:14]([O:16][CH2:33][C:31]2[N:30]=[N:29][N:28]([CH2:21][C:22]3[CH:27]=[CH:26][CH:25]=[CH:24][CH:23]=3)[CH:32]=2)=[O:15])=[CH:17][CH:18]=1)[CH3:19])([CH3:2])([CH3:3])[CH3:4]. The yield is 0.900. (4) The reactants are [CH3:1][O:2][C:3]1[S:7][C:6]2=[N:8][C:9]([C:11]3[O:12][C:13]4[C:14](=[C:16]([OH:20])[CH:17]=[CH:18][CH:19]=4)[CH:15]=3)=[CH:10][N:5]2[N:4]=1.C1(P(C2C=CC=CC=2)C2C=CC=CC=2)C=CC=CC=1.[C:40]1([C:46]2[S:47][CH:48]=[C:49]([CH2:51]O)[N:50]=2)[CH:45]=[CH:44][CH:43]=[CH:42][CH:41]=1.N(C(OC(C)C)=O)=NC(OC(C)C)=O. The product is [CH3:1][O:2][C:3]1[S:7][C:6]2=[N:8][C:9]([C:11]3[O:12][C:13]4[CH:19]=[CH:18][CH:17]=[C:16]([O:20][CH2:51][C:49]5[N:50]=[C:46]([C:40]6[CH:41]=[CH:42][CH:43]=[CH:44][CH:45]=6)[S:47][CH:48]=5)[C:14]=4[CH:15]=3)=[CH:10][N:5]2[N:4]=1. The yield is 0.240. The catalyst is O1CCCC1. (5) The reactants are [C:1]([O:5][C:6]([N:8]1[CH2:12][C:11](=[O:13])[CH2:10][N:9]1[C:14]([O:16][CH2:17][C:18]1[CH:23]=[CH:22][CH:21]=[CH:20][CH:19]=1)=[O:15])=[O:7])([CH3:4])([CH3:3])[CH3:2].CCOCC. The catalyst is O1CCCC1. The product is [C:1]([O:5][C:6]([N:8]1[CH2:12][CH:11]([OH:13])[CH2:10][N:9]1[C:14]([O:16][CH2:17][C:18]1[CH:23]=[CH:22][CH:21]=[CH:20][CH:19]=1)=[O:15])=[O:7])([CH3:4])([CH3:2])[CH3:3]. The yield is 0.930.